From a dataset of Catalyst prediction with 721,799 reactions and 888 catalyst types from USPTO. Predict which catalyst facilitates the given reaction. (1) Reactant: [NH:1]1[C:10]2[CH2:9][CH2:8][CH2:7][CH2:6][NH:5][C:4]=2[CH:3]=[CH:2]1.[C:11]([O:15][C:16]([N:18]1[CH2:22][CH2:21][CH2:20][C@H:19]1[C:23](Cl)=[O:24])=[O:17])([CH3:14])([CH3:13])[CH3:12]. Product: [C:11]([O:15][C:16]([N:18]1[CH2:22][CH2:21][CH2:20][C@H:19]1[C:23]([N:5]1[CH2:6][CH2:7][CH2:8][CH2:9][C:10]2[NH:1][CH:2]=[CH:3][C:4]1=2)=[O:24])=[O:17])([CH3:14])([CH3:13])[CH3:12]. The catalyst class is: 2. (2) Reactant: [CH3:1][O:2][C:3]1[CH:4]=[CH:5][C:6]2[N:10]=[CH:9][N:8]([CH3:11])[C:7]=2[CH:12]=1.C([Li])CCC.CON(C)[C:21]([CH:23]1[CH2:28][CH2:27][CH2:26][CH2:25][CH2:24]1)=[O:22].[Cl-].[NH4+]. Product: [CH:23]1([C:21]([C:9]2[N:8]([CH3:11])[C:7]3[CH:12]=[C:3]([O:2][CH3:1])[CH:4]=[CH:5][C:6]=3[N:10]=2)=[O:22])[CH2:28][CH2:27][CH2:26][CH2:25][CH2:24]1. The catalyst class is: 188.